Dataset: Forward reaction prediction with 1.9M reactions from USPTO patents (1976-2016). Task: Predict the product of the given reaction. (1) Given the reactants [Cl:1][C:2]1[CH:7]=[CH:6][C:5]([C:8]([C@@H:10]2[C@@H:17]3[C@@H:13]([O:14][C:15]([CH3:19])([CH3:18])[O:16]3)[C@H:12]([N:20]3[C:24]4[N:25]=[CH:26][N:27]=[C:28]([Cl:29])[C:23]=4[CH:22]=[CH:21]3)[O:11]2)=[O:9])=[CH:4][C:3]=1[F:30].[CH3:31][Mg]Br.[NH4+].[Cl-], predict the reaction product. The product is: [Cl:1][C:2]1[CH:7]=[CH:6][C:5]([C@:8]([C@@H:10]2[C@@H:17]3[C@@H:13]([O:14][C:15]([CH3:19])([CH3:18])[O:16]3)[C@H:12]([N:20]3[C:24]4[N:25]=[CH:26][N:27]=[C:28]([Cl:29])[C:23]=4[CH:22]=[CH:21]3)[O:11]2)([OH:9])[CH3:31])=[CH:4][C:3]=1[F:30]. (2) Given the reactants [N+:1]([C:4]1[CH:13]=[C:12]2[C:7]([CH:8]=[CH:9][N:10]=[CH:11]2)=[CH:6][CH:5]=1)([O-])=O, predict the reaction product. The product is: [CH:11]1[C:12]2[C:7](=[CH:6][CH:5]=[C:4]([NH2:1])[CH:13]=2)[CH:8]=[CH:9][N:10]=1. (3) Given the reactants [ClH:1].[CH2:2]([C:6]1([N:23]([CH3:25])[CH3:24])[CH2:11][CH2:10][N:9]([CH2:12][CH2:13][N:14](C)[C:15](=O)OC(C)(C)C)[CH2:8][CH2:7]1)[CH2:3][CH2:4][CH3:5].CO.C(Cl)(Cl)[Cl:29], predict the reaction product. The product is: [ClH:29].[ClH:1].[ClH:29].[CH2:2]([C:6]1([N:23]([CH3:24])[CH3:25])[CH2:7][CH2:8][N:9]([CH2:12][CH2:13][NH:14][CH3:15])[CH2:10][CH2:11]1)[CH2:3][CH2:4][CH3:5]. (4) The product is: [CH:1]([N:14]1[CH2:17][CH:16]([C:18]([N:22]([CH3:23])[CH3:21])=[O:20])[CH2:15]1)([C:8]1[CH:13]=[CH:12][CH:11]=[CH:10][CH:9]=1)[C:2]1[CH:7]=[CH:6][CH:5]=[CH:4][CH:3]=1. Given the reactants [CH:1]([N:14]1[CH2:17][CH:16]([C:18]([OH:20])=O)[CH2:15]1)([C:8]1[CH:13]=[CH:12][CH:11]=[CH:10][CH:9]=1)[C:2]1[CH:7]=[CH:6][CH:5]=[CH:4][CH:3]=1.[CH3:21][NH:22][CH3:23].ON1C2C=CC=CC=2N=N1.Cl.C(N=C=NCCCN(C)C)C.C(=O)([O-])O.[Na+], predict the reaction product.